Predict which catalyst facilitates the given reaction. From a dataset of Catalyst prediction with 721,799 reactions and 888 catalyst types from USPTO. Reactant: [C:1]([C:5]1[CH:10]=[CH:9][C:8]([C:11]2[CH:16]=[C:15](Cl)[N:14]=[CH:13][N:12]=2)=[CH:7][C:6]=1[NH:18][C:19](=[O:25])[O:20][C:21]([CH3:24])([CH3:23])[CH3:22])([CH3:4])([CH3:3])[CH3:2].[NH2:26][C:27]1[CH:28]=[C:29]2[C:33](=[CH:34][CH:35]=1)[CH2:32][CH:31]([OH:36])[CH2:30]2. Product: [C:1]([C:5]1[CH:10]=[CH:9][C:8]([C:11]2[CH:16]=[C:15]([NH:26][C:27]3[CH:28]=[C:29]4[C:33](=[CH:34][CH:35]=3)[CH2:32][CH:31]([OH:36])[CH2:30]4)[N:14]=[CH:13][N:12]=2)=[CH:7][C:6]=1[NH:18][C:19](=[O:25])[O:20][C:21]([CH3:24])([CH3:23])[CH3:22])([CH3:4])([CH3:3])[CH3:2]. The catalyst class is: 16.